From a dataset of Full USPTO retrosynthesis dataset with 1.9M reactions from patents (1976-2016). Predict the reactants needed to synthesize the given product. (1) Given the product [CH3:1][C:2]1[CH:10]=[CH:9][C:5]([C:6]([N:17]2[CH2:18][CH2:19][CH2:20][CH:16]2[CH3:15])=[O:8])=[CH:4][N:3]=1, predict the reactants needed to synthesize it. The reactants are: [CH3:1][C:2]1[CH:10]=[CH:9][C:5]([C:6]([OH:8])=O)=[CH:4][N:3]=1.S(Cl)(Cl)=O.[CH3:15][CH:16]1[CH2:20][CH2:19][CH2:18][NH:17]1.C(N(CC)CC)C. (2) Given the product [C:43]([CH2:42][CH2:41][C:10]1[C:11]([CH2:15][CH2:16][CH2:17][CH2:18][CH2:19][CH2:20][O:21][C:22]2[CH:23]=[C:24]([C:34]3[CH:35]=[CH:36][C:37]([F:40])=[CH:38][CH:39]=3)[CH:25]=[C:26]([S:28]([CH:31]([CH3:33])[CH3:32])(=[O:29])=[O:30])[CH:27]=2)=[CH:12][CH:13]=[CH:14][C:9]=1[O:8][CH2:7][CH2:6][CH2:5][C:4]([OH:48])=[O:3])([OH:45])=[O:44], predict the reactants needed to synthesize it. The reactants are: C([O:3][C:4](=[O:48])[CH2:5][CH2:6][CH2:7][O:8][C:9]1[CH:14]=[CH:13][CH:12]=[C:11]([CH2:15][CH2:16][CH2:17][CH2:18][CH2:19][CH2:20][O:21][C:22]2[CH:23]=[C:24]([C:34]3[CH:39]=[CH:38][C:37]([F:40])=[CH:36][CH:35]=3)[CH:25]=[C:26]([S:28]([CH:31]([CH3:33])[CH3:32])(=[O:30])=[O:29])[CH:27]=2)[C:10]=1[CH2:41][CH2:42][C:43]([O:45]CC)=[O:44])C.[OH-].[Na+]. (3) Given the product [CH:1]1[C:10]2[C@H:11]3[CH2:16][N:15]([CH2:18][CH2:19][CH2:20][C:21]([C:23]4[CH:28]=[CH:27][N:26]=[CH:25][CH:24]=4)=[O:22])[CH2:14][CH2:13][C@H:12]3[N:8]3[C:9]=2[C:4]([CH2:5][CH2:6][CH2:7]3)=[CH:3][CH:2]=1, predict the reactants needed to synthesize it. The reactants are: [CH:1]1[C:10]2[C@H:11]3[CH2:16][NH:15][CH2:14][CH2:13][C@H:12]3[N:8]3[C:9]=2[C:4]([CH2:5][CH2:6][CH2:7]3)=[CH:3][CH:2]=1.Cl[CH2:18][CH2:19][CH2:20][C:21]([C:23]1[CH:28]=[CH:27][N:26]=[CH:25][CH:24]=1)=[O:22].C([O-])([O-])=O.[K+].[K+]. (4) Given the product [CH2:14]([N:9]1[C:8]([Br:7])=[N:12][C:11]([Br:13])=[N:10]1)[C:15]1[CH:20]=[CH:19][CH:18]=[CH:17][CH:16]=1, predict the reactants needed to synthesize it. The reactants are: CC(C)([O-])C.[Na+].[Br:7][C:8]1[N:12]=[C:11]([Br:13])[NH:10][N:9]=1.[CH2:14](Br)[C:15]1[CH:20]=[CH:19][CH:18]=[CH:17][CH:16]=1.O. (5) Given the product [F:26][C:2]([F:1])([F:25])[C:3]1[CH:4]=[CH:5][C:6]([O:7][C:8]2[CH:9]=[C:10]([CH:20]=[CH:21][CH:22]=2)[CH:11]=[C:39]2[CH2:40][CH2:41][N:36]([C:34]([O:33][C:29]([CH3:32])([CH3:31])[CH3:30])=[O:35])[CH2:37][CH2:38]2)=[CH:23][CH:24]=1, predict the reactants needed to synthesize it. The reactants are: [F:1][C:2]([F:26])([F:25])[C:3]1[CH:24]=[CH:23][C:6]([O:7][C:8]2[CH:9]=[C:10]([CH:20]=[CH:21][CH:22]=2)[CH2:11]P(=O)(OCC)OCC)=[CH:5][CH:4]=1.[H-].[Na+].[C:29]([O:33][C:34]([N:36]1[CH2:41][CH2:40][C:39](=O)[CH2:38][CH2:37]1)=[O:35])([CH3:32])([CH3:31])[CH3:30].O.